Dataset: Drug-target binding data from BindingDB using Ki measurements. Task: Regression. Given a target protein amino acid sequence and a drug SMILES string, predict the binding affinity score between them. We predict pKi (pKi = -log10(Ki in M); higher means stronger inhibition). Dataset: bindingdb_ki. (1) The small molecule is CC(=O)NCCCCN. The target protein (Q6QHF9) has sequence MESTGSVGEAPGGPRVLVVGGGIAGLGAAQRLCGHSAFPHLRVLEATARAGGRIRSERCFGGVVEVGAHWIHGPSRGNPVFQLAAEYGLLGEKELSQENQLVETGGHVGLPSVSYASSGTSVSLQLVAEMATLFYGLIDQTREFLHAAETPVPSVGEYLKKEIGQHVARLCGHSAFPHLRVLEATARAGGRIRSERCFGGVVEVGAHWIHGPSRGNPVFQLAAEYGLLGEKELSQENQLVETGGHVGLPSVSYASSGASVSLQLVAEMATLFYGLIDQTREFLHAAETPVPSVGEYLKKEIGQHVAGWTEDEETRKLKLAVLNSFFNLECCVSGTHSMDLVALAPFGEYTVLPGLDCTFSKGYQGLTNCMMAALPEDTVVFEKPVKTIHWNGSFQEAAFPGETFPVSVECEDGDRFPAHHVIVTVPLGFLREHLDTFFDPPLPAEKAEAIRKIGFGTNNKIFLEFEEPFWEPDCQLIQLVWEDTSPLEDAAPELQDAWFR.... The pKi is 3.1. (2) The drug is CNCC(O)c1ccc(O)c(O)c1. The target protein (O77621) has sequence MVFLSGNASDSSNCTHPPAPVNISKAILLGVILGGLIIFGVLGNILVILSVACHRHLHSVTHYYIVNLAVADLLLTSTVLPFSAIFEILGYWAFGRVFCNIWAAVDVLCCTASIMGLCIISIDRYIGVSYPLRYPTIVTQKRGLMALLCVWALSLVISIGPLFGWRQPAPEDETICQITEEPGYVLFSALGSFYVPLTIILVMYCRVYVVAKRESRGLKSGLKTDKSDSEQVTLRIHRKNAPVGGTGVSSAKNKTHFSVRLLKFSREKKAAKTLGIVVGCFVLCWLPFFLVMPIG. The pKi is 7.5.